From a dataset of Catalyst prediction with 721,799 reactions and 888 catalyst types from USPTO. Predict which catalyst facilitates the given reaction. (1) Product: [CH3:1][O:2][C:3]1[CH:4]=[C:5]([CH:17]=[CH:18][CH:19]=1)[CH2:6][NH:7][C:8]1[N:16]=[CH:15][CH:14]=[CH:13][C:9]=1[C:10]([NH:39][C:34]([CH3:33])([C:35]#[CH:36])[CH3:20])=[O:12]. The catalyst class is: 2. Reactant: [CH3:1][O:2][C:3]1[CH:4]=[C:5]([CH:17]=[CH:18][CH:19]=1)[CH2:6][NH:7][C:8]1[N:16]=[CH:15][CH:14]=[CH:13][C:9]=1[C:10]([OH:12])=O.[CH3:20]CN=C=NCCCN(C)C.C1C=[CH:33][C:34]2[N:39](O)N=N[C:35]=2[CH:36]=1.CCN(C(C)C)C(C)C. (2) Reactant: [CH:1]1([NH:4][C:5](=[O:8])[CH2:6][NH2:7])[CH2:3][CH2:2]1.S=[C:10]1[CH2:14][S:13][C:12](=[O:15])[NH:11]1. Product: [CH:1]1([NH:4][C:5](=[O:8])[CH2:6][NH:7][C:10]2[CH2:14][S:13][C:12](=[O:15])[N:11]=2)[CH2:3][CH2:2]1. The catalyst class is: 8.